Dataset: Full USPTO retrosynthesis dataset with 1.9M reactions from patents (1976-2016). Task: Predict the reactants needed to synthesize the given product. (1) Given the product [NH2:19][CH2:18][C@@H:17]([NH:16][C:14]([C:9]1[S:10][C:11]([CH2:12][CH3:13])=[C:7]([C:6]2[N:5]([CH3:41])[N:4]=[CH:3][C:2]=2[Cl:1])[CH:8]=1)=[O:15])[CH2:30][C:31]1[CH:36]=[CH:35][CH:34]=[CH:33][C:32]=1[C:37]([F:40])([F:39])[F:38], predict the reactants needed to synthesize it. The reactants are: [Cl:1][C:2]1[CH:3]=[N:4][N:5]([CH3:41])[C:6]=1[C:7]1[CH:8]=[C:9]([C:14]([NH:16][C@@H:17]([CH2:30][C:31]2[CH:36]=[CH:35][CH:34]=[CH:33][C:32]=2[C:37]([F:40])([F:39])[F:38])[CH2:18][N:19]2C(=O)C3C(=CC=CC=3)C2=O)=[O:15])[S:10][C:11]=1[CH2:12][CH3:13].NN. (2) Given the product [C:1]([C:5]1[CH:13]=[C:9]([CH:8]=[C:7]([C:14](=[O:16])[N:22]([CH3:21])[CH2:23][C:24]2[S:25][CH:26]=[C:27]([CH3:29])[N:28]=2)[CH:6]=1)[C:10]([OH:12])=[O:11])([CH3:2])([CH3:3])[CH3:4], predict the reactants needed to synthesize it. The reactants are: [C:1]([C:5]1[CH:6]=[C:7]([C:14]([OH:16])=O)[CH:8]=[C:9]([CH:13]=1)[C:10]([OH:12])=[O:11])([CH3:4])([CH3:3])[CH3:2].O=S(Cl)Cl.[CH3:21][NH:22][CH2:23][C:24]1[S:25][CH:26]=[C:27]([CH3:29])[N:28]=1.CCN(CC)CC.